Dataset: Reaction yield outcomes from USPTO patents with 853,638 reactions. Task: Predict the reaction yield, written as a fraction of the theoretical maximum amount of product (1.0 means a 100% yield; for example, 0.34 means a 34% yield). (1) The reactants are [Cl:1][C:2]1[CH:3]=[C:4]([CH2:8][CH2:9][OH:10])[CH:5]=[CH:6][CH:7]=1.[CH3:11][S:12](Cl)(=[O:14])=[O:13].CCN(CC)CC. The catalyst is C(Cl)Cl.O. The product is [Cl:1][C:2]1[CH:3]=[C:4]([CH2:8][CH2:9][O:10][S:12]([CH3:11])(=[O:14])=[O:13])[CH:5]=[CH:6][CH:7]=1. The yield is 0.910. (2) The reactants are [C:1]1([CH3:21])[CH:6]=[CH:5][CH:4]=[C:3]([NH:7][C:8]([N:10]2[CH2:15][CH2:14][N:13](C(OCC)=O)[CH2:12][CH2:11]2)=[O:9])[CH:2]=1.I[Si](C)(C)C. The yield is 1.00. The catalyst is ClCCl. The product is [C:1]1([CH3:21])[CH:6]=[CH:5][CH:4]=[C:3]([NH:7][C:8]([N:10]2[CH2:15][CH2:14][NH:13][CH2:12][CH2:11]2)=[O:9])[CH:2]=1. (3) The reactants are [CH3:1][NH:2][C@@H:3]1[C:8]2[CH:9]=[CH:10][CH:11]=[CH:12][C:7]=2[C@H:6]([C:13]2[CH:14]=[CH:15][C:16]([Cl:20])=[C:17]([Cl:19])[CH:18]=2)[CH2:5][CH2:4]1.[Cl-:21].[NH4+].N. The catalyst is C(OCC)(=O)C.O. The product is [CH3:1][NH:2][C@@H:3]1[C:8]2[CH:9]=[CH:10][CH:11]=[CH:12][C:7]=2[C@H:6]([C:13]2[CH:14]=[CH:15][C:16]([Cl:20])=[C:17]([Cl:19])[CH:18]=2)[CH2:5][CH2:4]1.[ClH:21]. The yield is 0.900. (4) The reactants are [NH2:1][C:2]1[C:11]2[CH:10]=[CH:9][C:8]([F:12])=[C:7](I)[C:6]=2[N:5]=[C:4]2[CH2:14][N:15]([CH2:18][CH3:19])[C:16](=[O:17])[C:3]=12.[CH3:20][O:21][C:22]1[N:27]=[C:26]([O:28][CH3:29])[C:25](B(O)O)=[CH:24][N:23]=1. No catalyst specified. The product is [NH2:1][C:2]1[C:11]2[CH:10]=[CH:9][C:8]([F:12])=[C:7]([C:25]3[C:26]([O:28][CH3:29])=[N:27][C:22]([O:21][CH3:20])=[N:23][CH:24]=3)[C:6]=2[N:5]=[C:4]2[CH2:14][N:15]([CH2:18][CH3:19])[C:16](=[O:17])[C:3]=12. The yield is 0.523. (5) The reactants are [C:1]([O:5][C:6](=[O:8])[CH3:7])([CH3:4])([CH3:3])[CH3:2].[Li+].CC([N-]C(C)C)C.CCCCCCC.C1COCC1.C(C1C=CC=CC=1)C.C([O:39][C:40](=O)[CH2:41][C@@H:42]([OH:52])[CH2:43][CH2:44][C:45]1[CH:50]=[CH:49][C:48]([F:51])=[CH:47][CH:46]=1)C. The catalyst is C1COCC1. The product is [C:1]([O:5][C:6](=[O:8])[CH2:7][C:40](=[O:39])[CH2:41][CH:42]([OH:52])[CH2:43][CH2:44][C:45]1[CH:50]=[CH:49][C:48]([F:51])=[CH:47][CH:46]=1)([CH3:4])([CH3:3])[CH3:2]. The yield is 0.610.